Dataset: NCI-60 drug combinations with 297,098 pairs across 59 cell lines. Task: Regression. Given two drug SMILES strings and cell line genomic features, predict the synergy score measuring deviation from expected non-interaction effect. (1) Cell line: MDA-MB-435. Drug 1: C1=NC2=C(N=C(N=C2N1C3C(C(C(O3)CO)O)O)F)N. Drug 2: CCC1(C2=C(COC1=O)C(=O)N3CC4=CC5=C(C=CC(=C5CN(C)C)O)N=C4C3=C2)O.Cl. Synergy scores: CSS=6.92, Synergy_ZIP=-5.86, Synergy_Bliss=-4.24, Synergy_Loewe=-5.80, Synergy_HSA=-3.77. (2) Drug 1: C1CN(CCN1C(=O)CCBr)C(=O)CCBr. Drug 2: CS(=O)(=O)OCCCCOS(=O)(=O)C. Cell line: OVCAR-8. Synergy scores: CSS=6.95, Synergy_ZIP=-2.15, Synergy_Bliss=4.01, Synergy_Loewe=-2.99, Synergy_HSA=2.47.